Dataset: NCI-60 drug combinations with 297,098 pairs across 59 cell lines. Task: Regression. Given two drug SMILES strings and cell line genomic features, predict the synergy score measuring deviation from expected non-interaction effect. (1) Drug 1: CC1=C2C(C(=O)C3(C(CC4C(C3C(C(C2(C)C)(CC1OC(=O)C(C(C5=CC=CC=C5)NC(=O)C6=CC=CC=C6)O)O)OC(=O)C7=CC=CC=C7)(CO4)OC(=O)C)O)C)OC(=O)C. Drug 2: CC1CC(C(C(C=C(C(C(C=CC=C(C(=O)NC2=CC(=O)C(=C(C1)C2=O)OC)C)OC)OC(=O)N)C)C)O)OC. Cell line: NCIH23. Synergy scores: CSS=78.6, Synergy_ZIP=-1.40, Synergy_Bliss=-3.46, Synergy_Loewe=-2.18, Synergy_HSA=0.978. (2) Drug 1: C1C(C(OC1N2C=NC3=C(N=C(N=C32)Cl)N)CO)O. Drug 2: CC1=C(N=C(N=C1N)C(CC(=O)N)NCC(C(=O)N)N)C(=O)NC(C(C2=CN=CN2)OC3C(C(C(C(O3)CO)O)O)OC4C(C(C(C(O4)CO)O)OC(=O)N)O)C(=O)NC(C)C(C(C)C(=O)NC(C(C)O)C(=O)NCCC5=NC(=CS5)C6=NC(=CS6)C(=O)NCCC[S+](C)C)O. Cell line: T-47D. Synergy scores: CSS=9.02, Synergy_ZIP=-0.398, Synergy_Bliss=2.45, Synergy_Loewe=-0.456, Synergy_HSA=0.275. (3) Drug 1: C1=NC2=C(N=C(N=C2N1C3C(C(C(O3)CO)O)F)Cl)N. Drug 2: C1CC(=O)NC(=O)C1N2C(=O)C3=CC=CC=C3C2=O. Cell line: COLO 205. Synergy scores: CSS=37.5, Synergy_ZIP=2.51, Synergy_Bliss=0.904, Synergy_Loewe=-28.7, Synergy_HSA=0.431. (4) Drug 1: C1=C(C(=O)NC(=O)N1)F. Drug 2: CC1=C(C(=O)C2=C(C1=O)N3CC4C(C3(C2COC(=O)N)OC)N4)N. Cell line: SNB-19. Synergy scores: CSS=56.7, Synergy_ZIP=1.95, Synergy_Bliss=1.18, Synergy_Loewe=-4.52, Synergy_HSA=7.47. (5) Drug 1: C1CC(C1)(C(=O)O)C(=O)O.[NH2-].[NH2-].[Pt+2]. Drug 2: C1CC(=O)NC(=O)C1N2C(=O)C3=CC=CC=C3C2=O. Cell line: OVCAR-8. Synergy scores: CSS=4.70, Synergy_ZIP=13.6, Synergy_Bliss=5.34, Synergy_Loewe=-3.66, Synergy_HSA=-1.25. (6) Drug 1: CC1=CC=C(C=C1)C2=CC(=NN2C3=CC=C(C=C3)S(=O)(=O)N)C(F)(F)F. Drug 2: CCC1(C2=C(COC1=O)C(=O)N3CC4=CC5=C(C=CC(=C5CN(C)C)O)N=C4C3=C2)O.Cl. Cell line: NCI/ADR-RES. Synergy scores: CSS=7.40, Synergy_ZIP=-7.45, Synergy_Bliss=-5.65, Synergy_Loewe=-16.6, Synergy_HSA=-5.60. (7) Drug 1: CC1=CC=C(C=C1)C2=CC(=NN2C3=CC=C(C=C3)S(=O)(=O)N)C(F)(F)F. Drug 2: CCC1(CC2CC(C3=C(CCN(C2)C1)C4=CC=CC=C4N3)(C5=C(C=C6C(=C5)C78CCN9C7C(C=CC9)(C(C(C8N6C=O)(C(=O)OC)O)OC(=O)C)CC)OC)C(=O)OC)O.OS(=O)(=O)O. Cell line: HT29. Synergy scores: CSS=17.2, Synergy_ZIP=-0.189, Synergy_Bliss=1.27, Synergy_Loewe=-21.7, Synergy_HSA=-2.82.